From a dataset of Full USPTO retrosynthesis dataset with 1.9M reactions from patents (1976-2016). Predict the reactants needed to synthesize the given product. The reactants are: [CH3:1][O:2][C:3]1[CH:8]=[CH:7][C:6]([O:9][CH3:10])=[CH:5][C:4]=1Br.C([Li])[CH2:13][CH2:14][CH3:15].C([S:21][C:22]1[CH:27]=[CH:26][C:25]([C:28]2[C:33]([F:34])=[C:32](F)[C:31]([F:36])=[C:30]([F:37])[C:29]=2[F:38])=CC=1)(C)(C)C.Cl.[CH2:40]1COCC1. Given the product [C:14]([C:29]1([F:38])[C:28]([C:25]2[S:21][CH:22]=[CH:27][CH:26]=2)=[C:33]([F:34])[C:32]([C:4]2[CH:5]=[C:6]([O:9][CH3:10])[CH:7]=[CH:8][C:3]=2[O:2][CH3:1])=[C:31]([F:36])[CH:30]1[F:37])([CH3:13])([CH3:15])[CH3:40], predict the reactants needed to synthesize it.